From a dataset of Forward reaction prediction with 1.9M reactions from USPTO patents (1976-2016). Predict the product of the given reaction. (1) Given the reactants C[N+]1([O-])CCOCC1.[CH2:9]([C:12]1([CH2:16][OH:17])[CH2:15][CH2:14][CH2:13]1)[CH2:10][CH3:11], predict the reaction product. The product is: [CH2:9]([C:12]1([CH:16]=[O:17])[CH2:15][CH2:14][CH2:13]1)[CH2:10][CH3:11]. (2) The product is: [F:12][C:8]1[CH:7]=[C:6]2[C:11]([C:2]([NH:20][C:21]3[CH:28]=[C:27]([N:29]4[CH2:30][CH2:31][O:32][CH2:33][CH2:34]4)[CH:26]=[CH:25][C:22]=3[C:23]#[N:24])=[C:3]([CH3:19])[C:4]([C:13]3[CH:14]=[N:15][CH:16]=[CH:17][CH:18]=3)=[N:5]2)=[CH:10][CH:9]=1. Given the reactants Cl[C:2]1[C:11]2[C:6](=[CH:7][C:8]([F:12])=[CH:9][CH:10]=2)[N:5]=[C:4]([C:13]2[CH:14]=[N:15][CH:16]=[CH:17][CH:18]=2)[C:3]=1[CH3:19].[NH2:20][C:21]1[CH:28]=[C:27]([N:29]2[CH2:34][CH2:33][O:32][CH2:31][CH2:30]2)[CH:26]=[CH:25][C:22]=1[C:23]#[N:24].Cl.O1CCOCC1, predict the reaction product. (3) Given the reactants Br[C:2]1[CH:11]=[CH:10][C:9]2[N:8]=[CH:7][C:6]3[N:12]=[C:13]([CH2:20][O:21][CH2:22][CH3:23])[N:14]([CH2:15][C:16]([CH3:19])([OH:18])[CH3:17])[C:5]=3[C:4]=2[CH:3]=1.[C:24]([NH2:29])(=[O:28])[CH:25]([CH3:27])[CH3:26].P([O-])([O-])([O-])=O.[K+].[K+].[K+], predict the reaction product. The product is: [CH2:22]([O:21][CH2:20][C:13]1[N:14]([CH2:15][C:16]([OH:18])([CH3:19])[CH3:17])[C:5]2[C:4]3[CH:3]=[C:2]([NH:29][C:24](=[O:28])[CH:25]([CH3:27])[CH3:26])[CH:11]=[CH:10][C:9]=3[N:8]=[CH:7][C:6]=2[N:12]=1)[CH3:23]. (4) The product is: [F:27][C:26]([F:29])([F:28])[C:24]([OH:30])=[O:25].[CH3:17][C:11]1[CH:10]=[C:9]2[C:14]([N:15]=[CH:16][C:7]([NH2:6])=[N:8]2)=[CH:13][CH:12]=1. Given the reactants COC1C=C(OC)C=CC=1C[NH:6][C:7]1[CH:16]=[N:15][C:14]2[C:9](=[CH:10][C:11]([CH3:17])=[CH:12][CH:13]=2)[N:8]=1.[C:24]([OH:30])([C:26]([F:29])([F:28])[F:27])=[O:25], predict the reaction product.